From a dataset of Reaction yield outcomes from USPTO patents with 853,638 reactions. Predict the reaction yield, written as a fraction of the theoretical maximum amount of product (1.0 means a 100% yield; for example, 0.34 means a 34% yield). (1) The reactants are [Cl:1][C:2]1[CH:7]=[CH:6][C:5]([C:8](=[C:13]2[CH2:18][CH2:17][N:16]([S:19]([C:22]3[C:23]([CH3:28])=[N:24][NH:25][C:26]=3[CH3:27])(=[O:21])=[O:20])[CH2:15][CH2:14]2)C(OC)=O)=[CH:4][CH:3]=1.CC1C(S(Cl)(=O)=O)=C(C)NN=1.Cl.ClC1C=CC(C([F:55])=C2CCNCC2)=CC=1. No catalyst specified. The product is [Cl:1][C:2]1[CH:7]=[CH:6][C:5]([C:8]([F:55])=[C:13]2[CH2:18][CH2:17][N:16]([S:19]([C:22]3[C:23]([CH3:28])=[N:24][NH:25][C:26]=3[CH3:27])(=[O:21])=[O:20])[CH2:15][CH2:14]2)=[CH:4][CH:3]=1. The yield is 0.670. (2) The reactants are [CH2:1]([O:8][N:9]1[C:15](=[O:16])[N:14]2[CH2:17][C@H:10]1[CH2:11][CH2:12][C@H:13]2[C:18]([OH:20])=O)[C:2]1[CH:7]=[CH:6][CH:5]=[CH:4][CH:3]=1.[NH2:21][O:22][CH2:23][CH:24]1[CH2:30][N:29]([C:31]([O:33][C:34]([CH3:37])([CH3:36])[CH3:35])=[O:32])[CH2:28][CH2:27][CH2:26][O:25]1.ON1C2C=CC=CC=2N=N1.Cl.C(N=C=NCCCN(C)C)C. The catalyst is C(Cl)Cl. The product is [CH2:1]([O:8][N:9]1[C:15](=[O:16])[N:14]2[CH2:17][C@H:10]1[CH2:11][CH2:12][C@H:13]2[C:18]([NH:21][O:22][CH2:23][CH:24]1[CH2:30][N:29]([C:31]([O:33][C:34]([CH3:37])([CH3:36])[CH3:35])=[O:32])[CH2:28][CH2:27][CH2:26][O:25]1)=[O:20])[C:2]1[CH:3]=[CH:4][CH:5]=[CH:6][CH:7]=1. The yield is 0.800. (3) The reactants are [Cl:1][C:2]1[CH:27]=[CH:26][CH:25]=[CH:24][C:3]=1[CH2:4][C:5]1[C:12](=[O:13])[N:8]2[CH2:9][CH2:10][CH2:11][N:7]2[C:6]=1[C:14]1[CH:19]=[CH:18][N:17]=[C:16](S(C)(=O)=O)[N:15]=1.N[CH:29]1[CH2:34][CH2:33][CH2:32][CH2:31][O:30]1.C[N:36]1C(=O)CCC1. The catalyst is CO. The product is [Cl:1][C:2]1[CH:27]=[CH:26][CH:25]=[CH:24][C:3]=1[CH2:4][C:5]1[C:12](=[O:13])[N:8]2[CH2:9][CH2:10][CH2:11][N:7]2[C:6]=1[C:14]1[CH:19]=[CH:18][N:17]=[C:16]([NH:36][CH:33]2[CH2:32][CH2:31][O:30][CH2:29][CH2:34]2)[N:15]=1. The yield is 0.400.